Dataset: Forward reaction prediction with 1.9M reactions from USPTO patents (1976-2016). Task: Predict the product of the given reaction. (1) Given the reactants C[O:2][C:3](=[O:17])[CH:4]([C:11]1[CH:16]=[CH:15][CH:14]=[CH:13][CH:12]=1)[CH2:5][CH:6]1[CH2:10][CH2:9][CH2:8][CH2:7]1.[OH-].[Na+], predict the reaction product. The product is: [CH:6]1([CH2:5][CH:4]([C:11]2[CH:12]=[CH:13][CH:14]=[CH:15][CH:16]=2)[C:3]([OH:17])=[O:2])[CH2:10][CH2:9][CH2:8][CH2:7]1. (2) Given the reactants [OH:1][C@H:2]([C:25]1[C:26]([CH3:35])=[C:27]2[C:31](=[CH:32][CH:33]=1)[C:30](=[O:34])[O:29][CH2:28]2)[CH2:3][N:4]1[CH2:24][CH2:23][C:7]2([O:11][C:10](=[O:12])[N:9]([C:13]3[CH:18]=[CH:17][C:16]([S:19]([CH3:22])(=[O:21])=[O:20])=[CH:15]N=3)[CH2:8]2)[CH2:6][CH2:5]1.[CH3:36]S(C1C=CC(N2CC3(CCNCC3)OC2=O)=CC=1)(=O)=O.CC1C([C@@H]2CO2)=CC=C2C=1COC2=O, predict the reaction product. The product is: [OH:1][C@H:2]([C:25]1[C:26]([CH3:35])=[C:27]2[C:31](=[CH:32][CH:33]=1)[C:30](=[O:34])[O:29][CH2:28]2)[CH2:3][N:4]1[CH2:5][CH2:6][C:7]2([O:11][C:10](=[O:12])[N:9]([C:13]3[CH:18]=[CH:17][C:16]([S:19]([CH3:22])(=[O:21])=[O:20])=[CH:15][CH:36]=3)[CH2:8]2)[CH2:23][CH2:24]1. (3) Given the reactants [C:1]1([C:15]([O:17][C:18]([CH3:21])([CH3:20])[CH3:19])=[O:16])[CH:6]=[C:5]([C:7]([O:9]C)=[O:8])[CH:4]=[C:3]([C:11]([O:13]C)=[O:12])[CH:2]=1.[OH-].[Na+].Cl, predict the reaction product. The product is: [C:18]([O:17][C:15]([C:1]1[CH:2]=[C:3]([C:11]([OH:13])=[O:12])[CH:4]=[C:5]([CH:6]=1)[C:7]([OH:9])=[O:8])=[O:16])([CH3:21])([CH3:19])[CH3:20].